From a dataset of Peptide-MHC class II binding affinity with 134,281 pairs from IEDB. Regression. Given a peptide amino acid sequence and an MHC pseudo amino acid sequence, predict their binding affinity value. This is MHC class II binding data. (1) The peptide sequence is VLAGWLFHVRGARR. The MHC is DRB1_0405 with pseudo-sequence DRB1_0405. The binding affinity (normalized) is 0.342. (2) The peptide sequence is LRTKLMTSRRVLEKE. The MHC is DRB1_0901 with pseudo-sequence DRB1_0901. The binding affinity (normalized) is 0.395.